This data is from Reaction yield outcomes from USPTO patents with 853,638 reactions. The task is: Predict the reaction yield, written as a fraction of the theoretical maximum amount of product (1.0 means a 100% yield; for example, 0.34 means a 34% yield). The catalyst is CN(C=O)C. The reactants are [C:1]([NH:9][C:10]1[C:11]2[N:12]=[CH:13][N:14]([C:23]=2[N:24]=[CH:25][N:26]=1)[C@@H:15]1[O:22][C@H:19]([CH2:20][OH:21])[C@@H:17]([OH:18])[CH2:16]1)(=[O:8])[C:2]1[CH:7]=[CH:6][CH:5]=[CH:4][CH:3]=1.N1C=CN=C1.[Si:32](Cl)([C:35]([CH3:38])([CH3:37])[CH3:36])([CH3:34])[CH3:33]. The product is [C:1]([NH:9][C:10]1[C:11]2[N:12]=[CH:13][N:14]([C:23]=2[N:24]=[CH:25][N:26]=1)[C@@H:15]1[O:22][C@H:19]([CH2:20][O:21][Si:32]([C:35]([CH3:38])([CH3:37])[CH3:36])([CH3:34])[CH3:33])[C@@H:17]([OH:18])[CH2:16]1)(=[O:8])[C:2]1[CH:3]=[CH:4][CH:5]=[CH:6][CH:7]=1. The yield is 0.610.